From a dataset of Catalyst prediction with 721,799 reactions and 888 catalyst types from USPTO. Predict which catalyst facilitates the given reaction. (1) The catalyst class is: 1. Reactant: [NH2:1][C:2]1[C:7]2=[C:8]([C:19]3[CH:24]=[CH:23][C:22]([NH:25][C:26](=[O:35])[NH:27][C:28]4[CH:33]=[CH:32][CH:31]=[C:30]([CH3:34])[N:29]=4)=[C:21]([F:36])[CH:20]=3)[C:9]([C:11]([NH:13][CH2:14][C:15]([F:18])([F:17])[F:16])=[O:12])=[CH:10][N:6]2[N:5]=[CH:4][N:3]=1.[CH3:37][S:38]([OH:41])(=[O:40])=[O:39]. Product: [CH3:37][S:38]([OH:41])(=[O:40])=[O:39].[CH3:37][S:38]([OH:41])(=[O:40])=[O:39].[NH2:1][C:2]1[C:7]2=[C:8]([C:19]3[CH:24]=[CH:23][C:22]([NH:25][C:26](=[O:35])[NH:27][C:28]4[CH:33]=[CH:32][CH:31]=[C:30]([CH3:34])[N:29]=4)=[C:21]([F:36])[CH:20]=3)[C:9]([C:11]([NH:13][CH2:14][C:15]([F:18])([F:17])[F:16])=[O:12])=[CH:10][N:6]2[N:5]=[CH:4][N:3]=1. (2) Reactant: CS(O[CH2:6][C:7]1[C:8]([CH3:33])=[N:9][C:10]([CH2:29][CH:30]([CH3:32])[CH3:31])=[C:11]([CH2:20][NH:21][C:22]([O:24][C:25]([CH3:28])([CH3:27])[CH3:26])=[O:23])[C:12]=1[C:13]1[CH:18]=[CH:17][C:16]([CH3:19])=[CH:15][CH:14]=1)(=O)=O.[CH3:34][S-:35].[Na+].O. Product: [CH2:29]([C:10]1[C:11]([CH2:20][NH:21][C:22](=[O:23])[O:24][C:25]([CH3:26])([CH3:27])[CH3:28])=[C:12]([C:13]2[CH:14]=[CH:15][C:16]([CH3:19])=[CH:17][CH:18]=2)[C:7]([CH2:6][S:35][CH3:34])=[C:8]([CH3:33])[N:9]=1)[CH:30]([CH3:32])[CH3:31]. The catalyst class is: 7.